The task is: Predict the product of the given reaction.. This data is from Forward reaction prediction with 1.9M reactions from USPTO patents (1976-2016). (1) Given the reactants [F:1][C:2]1[CH:3]=[C:4]([C:9]2[CH:10]=[CH:11][C:12]([NH2:15])=[N:13][CH:14]=2)[CH:5]=[C:6]([F:8])[CH:7]=1.[O:16]=[C:17]1[N:21]2[CH2:22][CH2:23][CH:24]([CH2:26][C:27](O)=[O:28])[CH2:25][CH:20]2[CH2:19][O:18]1, predict the reaction product. The product is: [F:8][C:6]1[CH:5]=[C:4]([C:9]2[CH:10]=[CH:11][C:12]([NH:15][C:27](=[O:28])[CH2:26][C@H:24]3[CH2:23][CH2:22][N:21]4[C:17](=[O:16])[O:18][CH2:19][C@H:20]4[CH2:25]3)=[N:13][CH:14]=2)[CH:3]=[C:2]([F:1])[CH:7]=1. (2) Given the reactants [CH:1]12[CH2:7][CH:4]([CH2:5][CH2:6]1)[CH2:3][CH:2]2[C:8]1([CH3:15])[C:12](=[O:13])[NH:11][N:10]=[C:9]1[CH3:14].Br[CH2:17][C:18]([C:20]1[CH:25]=[CH:24][CH:23]=[CH:22][CH:21]=1)=[O:19], predict the reaction product. The product is: [C@H:1]12[CH2:7][C@H:4]([CH2:5][CH2:6]1)[CH2:3][C@H:2]2[C:8]1([CH3:15])[C:12](=[O:13])[N:11]([CH2:17][C:18](=[O:19])[C:20]2[CH:25]=[CH:24][CH:23]=[CH:22][CH:21]=2)[N:10]=[C:9]1[CH3:14]. (3) Given the reactants CC1C=CC(S(O[CH2:12][CH2:13][CH2:14][CH2:15][C:16]2[C:24]3[C:19](=[CH:20][CH:21]=[C:22]([C:25]#[N:26])[CH:23]=3)[NH:18][CH:17]=2)(=O)=O)=CC=1.[CH3:27][C:28]1[N:29]=[C:30]([N:36]2[CH2:41][CH2:40][NH:39][CH2:38][CH2:37]2)[S:31][C:32]=1[C:33]([NH2:35])=[O:34].C(=O)([O-])[O-].[K+].[K+].[I-].[K+], predict the reaction product. The product is: [C:25]([C:22]1[CH:23]=[C:24]2[C:19](=[CH:20][CH:21]=1)[NH:18][CH:17]=[C:16]2[CH2:15][CH2:14][CH2:13][CH2:12][N:39]1[CH2:40][CH2:41][N:36]([C:30]2[S:31][C:32]([C:33]([NH2:35])=[O:34])=[C:28]([CH3:27])[N:29]=2)[CH2:37][CH2:38]1)#[N:26]. (4) Given the reactants [NH:1](C(OCC1C2C(=CC=CC=2)C2C1=CC=CC=2)=O)[C@H:2]([C:7]([O:9][CH2:10][C:11]1[CH:16]=[CH:15][CH:14]=[CH:13][CH:12]=1)=[O:8])[CH2:3][CH:4]([CH3:6])[CH3:5].C(NCC)C.C(#N)C, predict the reaction product. The product is: [NH2:1][C@H:2]([C:7]([O:9][CH2:10][C:11]1[CH:16]=[CH:15][CH:14]=[CH:13][CH:12]=1)=[O:8])[CH2:3][CH:4]([CH3:6])[CH3:5].